Dataset: Reaction yield outcomes from USPTO patents with 853,638 reactions. Task: Predict the reaction yield, written as a fraction of the theoretical maximum amount of product (1.0 means a 100% yield; for example, 0.34 means a 34% yield). The reactants are [CH3:1][C:2]1[C:7]2[N:8]=[C:9]([NH2:11])[S:10][C:6]=2[CH:5]=[CH:4][CH:3]=1.C(N=C=NCCCN(C)C)C.ON1C2C=CC=CC=2N=N1.[CH3:33][O:34][C:35]1[CH:45]=[CH:44][C:43](/[CH:46]=[CH:47]/[C:48](=[O:61])[C:49]2[CH:54]=[C:53]([O:55][CH3:56])[C:52]([O:57][CH3:58])=[C:51]([O:59][CH3:60])[CH:50]=2)=[CH:42][C:36]=1[O:37][CH2:38][C:39](O)=[O:40]. The catalyst is ClCCl.O. The product is [CH3:1][C:2]1[C:7]2[N:8]=[C:9]([NH:11][C:39](=[O:40])[CH2:38][O:37][C:36]3[CH:42]=[C:43](/[CH:46]=[CH:47]/[C:48](=[O:61])[C:49]4[CH:50]=[C:51]([O:59][CH3:60])[C:52]([O:57][CH3:58])=[C:53]([O:55][CH3:56])[CH:54]=4)[CH:44]=[CH:45][C:35]=3[O:34][CH3:33])[S:10][C:6]=2[CH:5]=[CH:4][CH:3]=1. The yield is 0.800.